From a dataset of Full USPTO retrosynthesis dataset with 1.9M reactions from patents (1976-2016). Predict the reactants needed to synthesize the given product. Given the product [Cl:8][C:5]1[CH:6]=[CH:7][C:2]([NH:1][S:18]([C:21]([F:24])([F:23])[F:22])(=[O:19])=[O:17])=[C:3]([C:9]([CH:11]2[CH2:12][CH2:13][CH2:14][CH2:15][CH2:16]2)=[O:10])[CH:4]=1, predict the reactants needed to synthesize it. The reactants are: [NH2:1][C:2]1[CH:7]=[CH:6][C:5]([Cl:8])=[CH:4][C:3]=1[C:9]([CH:11]1[CH2:16][CH2:15][CH2:14][CH2:13][CH2:12]1)=[O:10].[O:17](S(C(F)(F)F)(=O)=O)[S:18]([C:21]([F:24])([F:23])[F:22])(=O)=[O:19].